From a dataset of Full USPTO retrosynthesis dataset with 1.9M reactions from patents (1976-2016). Predict the reactants needed to synthesize the given product. (1) Given the product [ClH:33].[NH2:19][C@@H:17]1[CH2:18][C@H:16]1[C:13]1[CH:12]=[CH:11][C:10]([NH:9][C:7]([C:3]2[CH:2]=[C:1]([C:27]3[CH:32]=[CH:31][CH:30]=[CH:29][CH:28]=3)[CH:6]=[CH:5][CH:4]=2)=[O:8])=[CH:15][CH:14]=1, predict the reactants needed to synthesize it. The reactants are: [C:1]1([C:27]2[CH:32]=[CH:31][CH:30]=[CH:29][CH:28]=2)[CH:6]=[CH:5][CH:4]=[C:3]([C:7]([NH:9][C:10]2[CH:15]=[CH:14][C:13]([C@@H:16]3[CH2:18][C@H:17]3[NH:19]C(=O)OC(C)(C)C)=[CH:12][CH:11]=2)=[O:8])[CH:2]=1.[ClH:33].C(OCC)(=O)C. (2) Given the product [CH2:28]([O:27][C:25](=[O:26])[C:24]1[CH:30]=[CH:31][C:21]([N:12]2[CH2:11][CH:10]3[CH:13]2[CH2:14][N:8]([C:6](=[O:7])[NH:5][CH2:4][C:3]2[CH:15]=[CH:16][C:17]([Cl:19])=[CH:18][C:2]=2[Cl:1])[CH2:9]3)=[CH:22][CH:23]=1)[CH3:29], predict the reactants needed to synthesize it. The reactants are: [Cl:1][C:2]1[CH:18]=[C:17]([Cl:19])[CH:16]=[CH:15][C:3]=1[CH2:4][NH:5][C:6]([N:8]1[CH2:14][CH:13]2[CH:10]([CH2:11][NH:12]2)[CH2:9]1)=[O:7].Br[C:21]1[CH:31]=[CH:30][C:24]([C:25]([O:27][CH2:28][CH3:29])=[O:26])=[CH:23][CH:22]=1. (3) Given the product [Cl:1][C:2]1[CH:7]=[C:6]([C:8]([F:11])([F:10])[F:9])[CH:5]=[C:4]([Cl:12])[C:3]=1[S:13]([NH:26][C:25]1[CH:27]=[CH:28][C:29]([Cl:30])=[C:23]([O:22][CH2:21][CH2:20][N:18]([CH3:19])[CH3:17])[CH:24]=1)(=[O:15])=[O:14], predict the reactants needed to synthesize it. The reactants are: [Cl:1][C:2]1[CH:7]=[C:6]([C:8]([F:11])([F:10])[F:9])[CH:5]=[C:4]([Cl:12])[C:3]=1[S:13](Cl)(=[O:15])=[O:14].[CH3:17][N:18]([CH2:20][CH2:21][O:22][C:23]1[CH:24]=[C:25]([CH:27]=[CH:28][C:29]=1[Cl:30])[NH2:26])[CH3:19]. (4) Given the product [Cl:1][C:2]1[CH:3]=[N:4][C:5]2[C:10]([CH:11]=1)=[CH:9][C:8]([CH2:12][C:13]1[CH:14]=[C:15]([CH:19]=[CH:20][N:21]=1)[C:16]([OH:18])=[O:17])=[CH:7][C:6]=2[Cl:34], predict the reactants needed to synthesize it. The reactants are: [Cl:1][C:2]1[CH:3]=[N:4][C:5]2[C:10]([CH:11]=1)=[CH:9][C:8]([CH2:12][C:13]1[CH:14]=[C:15]([CH:19]=[CH:20][N:21]=1)[C:16]([OH:18])=[O:17])=[CH:7][C:6]=2F.NC1C=CC(C(OC)=O)=CC=1[Cl:34].